From a dataset of Forward reaction prediction with 1.9M reactions from USPTO patents (1976-2016). Predict the product of the given reaction. Given the reactants [NH2:1][CH2:2][CH2:3][NH:4][C:5](=[O:11])[O:6][C:7]([CH3:10])([CH3:9])[CH3:8].Cl[C:13]1[N:18]=[C:17]([O:19][CH3:20])[C:16]([N+:21]([O-:23])=[O:22])=[C:15]([O:24][CH3:25])[N:14]=1.C(N(CC)CC)C, predict the reaction product. The product is: [CH3:20][O:19][C:17]1[C:16]([N+:21]([O-:23])=[O:22])=[C:15]([O:24][CH3:25])[N:14]=[C:13]([NH:1][CH2:2][CH2:3][NH:4][C:5](=[O:11])[O:6][C:7]([CH3:8])([CH3:10])[CH3:9])[N:18]=1.